This data is from Forward reaction prediction with 1.9M reactions from USPTO patents (1976-2016). The task is: Predict the product of the given reaction. Given the reactants [H-].[Na+].[CH3:3][O:4][CH2:5][CH2:6][O:7][CH2:8][CH2:9][O:10][CH2:11][CH2:12][OH:13].Br[C:15]1[CH:19]=[CH:18][S:17][CH:16]=1.[Cl-].[NH4+], predict the reaction product. The product is: [O:13]([C:15]1[CH:19]=[CH:18][S:17][CH:16]=1)[CH2:12][CH2:11][O:10][CH2:9][CH2:8][O:7][CH2:6][CH2:5][O:4][CH3:3].